From a dataset of Forward reaction prediction with 1.9M reactions from USPTO patents (1976-2016). Predict the product of the given reaction. The product is: [Cl:1][C:2]1[C:11]2[C:6](=[CH:7][CH:8]=[CH:9][CH:10]=2)[C:5]([O:12][CH2:19][C:20]2[CH:25]=[CH:24][CH:23]=[CH:22][CH:21]=2)=[CH:4][N:3]=1. Given the reactants [Cl:1][C:2]1[C:11]2[C:6](=[CH:7][CH:8]=[CH:9][CH:10]=2)[C:5]([OH:12])=[CH:4][N:3]=1.C(=O)([O-])[O-].[K+].[K+].[CH2:19](Br)[C:20]1[CH:25]=[CH:24][CH:23]=[CH:22][CH:21]=1, predict the reaction product.